From a dataset of Reaction yield outcomes from USPTO patents with 853,638 reactions. Predict the reaction yield, written as a fraction of the theoretical maximum amount of product (1.0 means a 100% yield; for example, 0.34 means a 34% yield). (1) The reactants are [Cl:1][C:2]1[CH:7]=[CH:6][CH:5]=[CH:4][C:3]=1[N:8]1[CH2:23][CH:11]2[CH2:12][N:13](C(OC(C)(C)C)=O)[CH2:14][CH2:15][N:10]2[C:9]1=[O:24]. The catalyst is C(OCC)(=O)C.Cl. The product is [ClH:1].[Cl:1][C:2]1[CH:7]=[CH:6][CH:5]=[CH:4][C:3]=1[N:8]1[CH2:23][CH:11]2[CH2:12][NH:13][CH2:14][CH2:15][N:10]2[C:9]1=[O:24]. The yield is 0.697. (2) The reactants are [NH2:1][C:2]1[CH:27]=[CH:26][CH:25]=[CH:24][C:3]=1[CH2:4][C:5]1[C:13]2[C:12](=[O:14])[CH2:11][C:10]([CH3:16])([CH3:15])[CH2:9][C:8]=2[N:7]([CH2:17][C:18]([O:20][CH2:21][CH3:22])=[O:19])[C:6]=1[CH3:23].N1C=CC=CC=1.[C:34]1([CH3:44])[CH:39]=[CH:38][C:37]([S:40](Cl)(=[O:42])=[O:41])=[CH:36][CH:35]=1.O. The catalyst is C(Cl)Cl. The product is [CH3:23][C:6]1[N:7]([CH2:17][C:18]([O:20][CH2:21][CH3:22])=[O:19])[C:8]2[CH2:9][C:10]([CH3:16])([CH3:15])[CH2:11][C:12](=[O:14])[C:13]=2[C:5]=1[CH2:4][C:3]1[CH:24]=[CH:25][CH:26]=[CH:27][C:2]=1[NH:1][S:40]([C:37]1[CH:38]=[CH:39][C:34]([CH3:44])=[CH:35][CH:36]=1)(=[O:42])=[O:41]. The yield is 0.960. (3) The reactants are C([Li])CCC.[Br:6][C:7]1[CH:12]=[CH:11][CH:10]=[C:9](I)[CH:8]=1.[C:14]([N:21]1[CH2:26][CH2:25][CH2:24][C:23](=[O:27])[CH2:22]1)([O:16][C:17]([CH3:20])([CH3:19])[CH3:18])=[O:15]. The catalyst is C1COCC1. The product is [C:17]([O:16][C:14]([N:21]1[CH2:26][CH2:25][CH2:24][C:23]([C:9]2[CH:10]=[CH:11][CH:12]=[C:7]([Br:6])[CH:8]=2)([OH:27])[CH2:22]1)=[O:15])([CH3:20])([CH3:18])[CH3:19]. The yield is 0.330. (4) The reactants are [C:1]([O:5][C:6]([N:8]1[C@@H:12]([CH3:13])[C@@H:11]([O:14][Si:15]([C:18]([CH3:21])([CH3:20])[CH3:19])([CH3:17])[CH3:16])[CH2:10][C@H:9]1[C:22](O)=[O:23])=[O:7])([CH3:4])([CH3:3])[CH3:2].CN(C(ON1N=NC2C=CC=NC1=2)=[N+](C)C)C.F[P-](F)(F)(F)(F)F.CCN(C(C)C)C(C)C.[F:58][C:59]([F:75])([F:74])[C:60]1[N:65]=[CH:64][C:63]([C:66]2[CH:71]=[C:70]([CH2:72][NH2:73])[CH:69]=[CH:68][N:67]=2)=[CH:62][N:61]=1. The catalyst is CN(C=O)C.C(OCC)(=O)C. The product is [Si:15]([O:14][C@H:11]1[CH2:10][C@@H:9]([C:22](=[O:23])[NH:73][CH2:72][C:70]2[CH:69]=[CH:68][N:67]=[C:66]([C:63]3[CH:62]=[N:61][C:60]([C:59]([F:75])([F:74])[F:58])=[N:65][CH:64]=3)[CH:71]=2)[N:8]([C:6]([O:5][C:1]([CH3:3])([CH3:2])[CH3:4])=[O:7])[C@H:12]1[CH3:13])([C:18]([CH3:19])([CH3:20])[CH3:21])([CH3:16])[CH3:17]. The yield is 0.540. (5) The reactants are [C:1]1([C:7](=O)[CH2:8][C:9]2[CH:14]=[CH:13][CH:12]=[CH:11][CH:10]=2)[CH:6]=[CH:5][CH:4]=[CH:3][CH:2]=1.[CH2:16]([O:18][C:19]1[CH:20]=[C:21]([CH:24]=[C:25]([N+:28]([O-:30])=[O:29])[C:26]=1[OH:27])[CH:22]=O)[CH3:17].[CH3:31][NH:32][C:33]([NH:35][CH3:36])=[O:34].C[Si](Cl)(C)C. The catalyst is CN(C=O)C. The product is [CH2:16]([O:18][C:19]1[CH:20]=[C:21]([CH:22]2[C:8]([C:9]3[CH:14]=[CH:13][CH:12]=[CH:11][CH:10]=3)=[C:7]([C:1]3[CH:6]=[CH:5][CH:4]=[CH:3][CH:2]=3)[N:35]([CH3:36])[C:33](=[O:34])[N:32]2[CH3:31])[CH:24]=[C:25]([N+:28]([O-:30])=[O:29])[C:26]=1[OH:27])[CH3:17]. The yield is 0.116. (6) The reactants are [Br:1][C:2]1[N:3]=[C:4]([C@@H:16]2[CH2:20][C@H:19]([CH3:21])[CH2:18][N:17]2[C:22]([O:24][C:25]([CH3:28])([CH3:27])[CH3:26])=[O:23])[N:5]([CH2:8][O:9][CH2:10][CH2:11][Si:12]([CH3:15])([CH3:14])[CH3:13])[C:6]=1Br.[Li]CCCC.CN([CH:37]=[O:38])C. The catalyst is C1COCC1. The product is [Br:1][C:2]1[N:3]=[C:4]([C@@H:16]2[CH2:20][C@H:19]([CH3:21])[CH2:18][N:17]2[C:22]([O:24][C:25]([CH3:26])([CH3:27])[CH3:28])=[O:23])[N:5]([CH2:8][O:9][CH2:10][CH2:11][Si:12]([CH3:14])([CH3:13])[CH3:15])[C:6]=1[CH:37]=[O:38]. The yield is 0.750. (7) The reactants are Cl[C:2]1[CH:7]=[C:6]([O:8][CH2:9][C:10]2[CH:15]=[CH:14][C:13]([O:16][CH3:17])=[CH:12][CH:11]=2)[N:5]=[C:4]([C:18]2[S:19][CH:20]=[C:21]([C:23]([F:26])([F:25])[F:24])[N:22]=2)[N:3]=1.[C:27]1([OH:33])[CH:32]=[CH:31][CH:30]=[CH:29][CH:28]=1.[H-].[Na+]. The catalyst is CN(C=O)C. The product is [CH3:17][O:16][C:13]1[CH:14]=[CH:15][C:10]([CH2:9][O:8][C:6]2[CH:7]=[C:2]([O:33][C:27]3[CH:32]=[CH:31][CH:30]=[CH:29][CH:28]=3)[N:3]=[C:4]([C:18]3[S:19][CH:20]=[C:21]([C:23]([F:26])([F:25])[F:24])[N:22]=3)[N:5]=2)=[CH:11][CH:12]=1. The yield is 1.00. (8) The reactants are [Cl:1][C:2]1[S:6][C:5]([C:7]2[N:8]=[C:9]([NH:16][C:17]3[CH:22]=[CH:21][C:20]([CH2:23][C:24]#[N:25])=[CH:19][CH:18]=3)[C:10]3[CH2:15][CH2:14][CH2:13][C:11]=3[N:12]=2)=[CH:4][CH:3]=1.[N:26]([Si](C)(C)C)=[N+:27]=[N-:28].O.O.O.[F-].C([N+](CCCC)(CCCC)CCCC)CCC.Cl. The catalyst is ClCCl. The product is [Cl:1][C:2]1[S:6][C:5]([C:7]2[N:8]=[C:9]([NH:16][C:17]3[CH:18]=[CH:19][C:20]([CH2:23][C:24]4[NH:28][N:27]=[N:26][N:25]=4)=[CH:21][CH:22]=3)[C:10]3[CH2:15][CH2:14][CH2:13][C:11]=3[N:12]=2)=[CH:4][CH:3]=1. The yield is 0.450. (9) The reactants are C(O)(C(F)(F)F)=O.[NH2:8][C:9](=[O:53])[CH2:10][C:11]1[CH:48]=[C:47]([C:49]([F:52])([F:51])[F:50])[CH:46]=[CH:45][C:12]=1[CH2:13][CH2:14][C:15]1[C:20]([C:21]([F:24])([F:23])[F:22])=[CH:19][N:18]=[C:17]([NH:25][C:26]2[CH:31]=[CH:30][C:29]([CH:32]3[CH2:37][CH2:36][N:35](C(OC(C)(C)C)=O)[CH2:34][CH2:33]3)=[CH:28][CH:27]=2)[N:16]=1. The catalyst is C(Cl)Cl. The product is [NH:35]1[CH2:36][CH2:37][CH:32]([C:29]2[CH:30]=[CH:31][C:26]([NH:25][C:17]3[N:16]=[C:15]([CH2:14][CH2:13][C:12]4[CH:45]=[CH:46][C:47]([C:49]([F:50])([F:51])[F:52])=[CH:48][C:11]=4[CH2:10][C:9]([NH2:8])=[O:53])[C:20]([C:21]([F:24])([F:22])[F:23])=[CH:19][N:18]=3)=[CH:27][CH:28]=2)[CH2:33][CH2:34]1. The yield is 0.680. (10) The reactants are [CH2:1]([O:8][CH2:9][C@H:10]([NH:15][C:16](=[O:22])[O:17][C:18]([CH3:21])([CH3:20])[CH3:19])[C:11](=O)[CH2:12]Br)[C:2]1[CH:7]=[CH:6][CH:5]=[CH:4][CH:3]=1.[NH2:23][C:24]1[CH:29]=[CH:28][CH:27]=[C:26](C(C)(C)C)[N:25]=1. The catalyst is C1(C)C=CC=CC=1. The product is [CH2:1]([O:8][CH2:9][C@H:10]([NH:15][C:16](=[O:22])[O:17][C:18]([CH3:21])([CH3:20])[CH3:19])[C:11]1[N:23]=[C:24]2[CH:29]=[CH:28][C:27]([C:2]([CH3:7])([CH3:3])[CH3:1])=[CH:26][N:25]2[CH:12]=1)[C:2]1[CH:7]=[CH:6][CH:5]=[CH:4][CH:3]=1. The yield is 0.250.